From a dataset of Peptide-MHC class I binding affinity with 185,985 pairs from IEDB/IMGT. Regression. Given a peptide amino acid sequence and an MHC pseudo amino acid sequence, predict their binding affinity value. This is MHC class I binding data. (1) The peptide sequence is NVQFVDINR. The MHC is HLA-A02:06 with pseudo-sequence HLA-A02:06. The binding affinity (normalized) is 0. (2) The peptide sequence is TPVIVVPVI. The MHC is HLA-B54:01 with pseudo-sequence HLA-B54:01. The binding affinity (normalized) is 0.758.